From a dataset of Reaction yield outcomes from USPTO patents with 853,638 reactions. Predict the reaction yield, written as a fraction of the theoretical maximum amount of product (1.0 means a 100% yield; for example, 0.34 means a 34% yield). (1) The reactants are CCN(CC)CC.I[C:9]1[CH:14]=[CH:13][C:12]([C@@H:15]2[CH2:20][O:19][CH2:18][CH2:17][N:16]2[C:21]([O:23][C:24]([CH3:27])([CH3:26])[CH3:25])=[O:22])=[CH:11][CH:10]=1. The catalyst is CO.C1C=CC(P(C2C=CC=CC=2)[C-]2C=CC=C2)=CC=1.C1C=CC(P(C2C=CC=CC=2)[C-]2C=CC=C2)=CC=1.Cl[Pd]Cl.[Fe+2].C(Cl)Cl. The product is [CH3:24][O:23][C:21]([C:9]1[CH:14]=[CH:13][C:12]([C@@H:15]2[CH2:20][O:19][CH2:18][CH2:17][N:16]2[C:21]([O:23][C:24]([CH3:27])([CH3:26])[CH3:25])=[O:22])=[CH:11][CH:10]=1)=[O:22]. The yield is 0.810. (2) The reactants are [Br:1][C:2]1[N:7]=[C:6]([C:8]2[S:12][C:11]([N:13]3[CH2:18][CH2:17][NH:16][C:15](=[O:19])[CH2:14]3)=[N:10][CH:9]=2)[CH:5]=[CH:4][CH:3]=1.[CH3:20]N(C)C=O.[H-].[Na+].CI. The catalyst is O1CCCC1.O. The product is [Br:1][C:2]1[N:7]=[C:6]([C:8]2[S:12][C:11]([N:13]3[CH2:18][CH2:17][N:16]([CH3:20])[C:15](=[O:19])[CH2:14]3)=[N:10][CH:9]=2)[CH:5]=[CH:4][CH:3]=1. The yield is 0.900.